Task: Predict which catalyst facilitates the given reaction.. Dataset: Catalyst prediction with 721,799 reactions and 888 catalyst types from USPTO (1) Reactant: [CH3:1][C:2]1[C:3]([C:26]2[CH:31]=[CH:30][CH:29]=[C:28]([O:32]C)[CH:27]=2)=[C:4]([O:14][C:15]2[CH:20]=[CH:19][C:18](/[CH:21]=[CH:22]/[C:23]([OH:25])=[O:24])=[CH:17][CH:16]=2)[C:5]2[C:10]([CH:11]=1)=[CH:9][C:8]([O:12]C)=[CH:7][CH:6]=2.B(Br)(Br)Br.C([O-])(O)=O.[Na+].Cl. Product: [OH:12][C:8]1[CH:9]=[C:10]2[C:5](=[CH:6][CH:7]=1)[C:4]([O:14][C:15]1[CH:20]=[CH:19][C:18](/[CH:21]=[CH:22]/[C:23]([OH:25])=[O:24])=[CH:17][CH:16]=1)=[C:3]([C:26]1[CH:31]=[CH:30][CH:29]=[C:28]([OH:32])[CH:27]=1)[C:2]([CH3:1])=[CH:11]2. The catalyst class is: 2. (2) Reactant: [CH3:1][O:2][C:3]([CH2:5]P(OC)(OC)=O)=[O:4].[H-].[Na+].[F:14][C:15]([F:36])([F:35])[C:16]([C:18]1[CH:23]=[C:22]([C:24]([CH3:27])([CH3:26])[CH3:25])[CH:21]=[C:20]([C:28]([CH3:31])([CH3:30])[CH3:29])[C:19]=1[O:32][CH2:33][CH3:34])=O. Product: [CH3:1][O:2][C:3](=[O:4])[CH:5]=[C:16]([C:18]1[CH:23]=[C:22]([C:24]([CH3:27])([CH3:25])[CH3:26])[CH:21]=[C:20]([C:28]([CH3:31])([CH3:30])[CH3:29])[C:19]=1[O:32][CH2:33][CH3:34])[C:15]([F:14])([F:35])[F:36]. The catalyst class is: 3. (3) Reactant: [N+:1]([C:4]1[CH:8]=[N:7][NH:6][C:5]=1[NH2:9])([O-:3])=[O:2].CN(C)[CH:12]=[CH:13][C:14]([C:16]1[CH:17]=[C:18]([N:22]([CH3:28])[S:23]([CH2:26][CH3:27])(=[O:25])=[O:24])[CH:19]=[CH:20][CH:21]=1)=O.C(OCC)(=O)C. Product: [N+:1]([C:4]1[CH:8]=[N:7][N:6]2[C:14]([C:16]3[CH:17]=[C:18]([N:22]([CH3:28])[S:23]([CH2:26][CH3:27])(=[O:25])=[O:24])[CH:19]=[CH:20][CH:21]=3)=[CH:13][CH:12]=[N:9][C:5]=12)([O-:3])=[O:2]. The catalyst class is: 15. (4) The catalyst class is: 1. Product: [Br:13][C:8]1[CH:9]=[CH:10][CH:11]=[CH:12][C:7]=1[C:4]1[CH:3]=[C:2]([NH:1][C:23]([NH2:22])=[S:24])[NH:6][N:5]=1. Reactant: [NH2:1][C:2]1[NH:6][N:5]=[C:4]([C:7]2[CH:12]=[CH:11][CH:10]=[CH:9][C:8]=2[Br:13])[CH:3]=1.C([N:22]=[C:23]=[S:24])(=O)C1C=CC=CC=1.[OH-].[Na+].[NH4+].[Cl-].